From a dataset of Full USPTO retrosynthesis dataset with 1.9M reactions from patents (1976-2016). Predict the reactants needed to synthesize the given product. (1) Given the product [CH3:29][C:30]1[N:34]=[C:33]([C:35]2[CH:43]=[CH:42][CH:41]=[CH:40][C:36]=2[C:37]([N:14]2[CH2:18][CH:17]3[CH2:19][N:20]([C:22]([O:24][C:25]([CH3:28])([CH3:27])[CH3:26])=[O:23])[CH2:21][CH:16]3[CH2:15]2)=[O:39])[O:32][N:31]=1, predict the reactants needed to synthesize it. The reactants are: N1N=C(C2C=CC=CC=2C([N:14]2[CH2:18][CH:17]3[CH2:19][N:20]([C:22]([O:24][C:25]([CH3:28])([CH3:27])[CH3:26])=[O:23])[CH2:21][CH:16]3[CH2:15]2)=O)NC=1.[CH3:29][C:30]1[N:34]=[C:33]([C:35]2[CH:43]=[CH:42][CH:41]=[CH:40][C:36]=2[C:37]([OH:39])=O)[O:32][N:31]=1.N1N=C(C2C=CC=CC=2C(O)=O)NC=1. (2) Given the product [ClH:1].[CH3:8][O:9][C:10]1[CH:15]=[CH:14][C:13]([CH2:16][CH2:17][CH2:18][N:19]2[CH2:24][CH2:23][CH2:22][CH2:21][C@@H:20]2[CH2:25][N:26]2[C:32]3[CH:33]=[CH:34][CH:35]=[CH:36][C:31]=3[CH2:30][O:29][C:28]3[CH:37]=[CH:38][CH:39]=[CH:40][C:27]2=3)=[CH:12][CH:11]=1, predict the reactants needed to synthesize it. The reactants are: [ClH:1].C(OCC)(=O)C.[CH3:8][O:9][C:10]1[CH:15]=[CH:14][C:13]([CH2:16][CH2:17][CH2:18][N:19]2[CH2:24][CH2:23][CH2:22][CH2:21][C@@H:20]2[CH2:25][N:26]2[C:32]3[CH:33]=[CH:34][CH:35]=[CH:36][C:31]=3[CH2:30][O:29][C:28]3[CH:37]=[CH:38][CH:39]=[CH:40][C:27]2=3)=[CH:12][CH:11]=1. (3) Given the product [CH2:1]([O:8][C:9]([NH:11][C@@H:12]([C:20](=[O:22])[NH:32][C@H:29]([C:28]([O:27][C:23]([CH3:24])([CH3:26])[CH3:25])=[O:33])[CH2:30][CH3:31])[C:13]1[CH:14]=[CH:15][C:16]([OH:19])=[CH:17][CH:18]=1)=[O:10])[C:2]1[CH:3]=[CH:4][CH:5]=[CH:6][CH:7]=1, predict the reactants needed to synthesize it. The reactants are: [CH2:1]([O:8][C:9]([NH:11][C@@H:12]([C:20]([OH:22])=O)[C:13]1[CH:18]=[CH:17][C:16]([OH:19])=[CH:15][CH:14]=1)=[O:10])[C:2]1[CH:7]=[CH:6][CH:5]=[CH:4][CH:3]=1.[C:23]([O:27][C:28](=[O:33])[C@@H:29]([NH2:32])[CH2:30][CH3:31])([CH3:26])([CH3:25])[CH3:24].CN1CCOCC1.CN(C(ON1N=NC2C=CC=CC1=2)=[N+](C)C)C.[B-](F)(F)(F)F. (4) Given the product [CH3:1][N:2]([CH3:20])[C:3]1[N:8]=[C:7]2[N:9]([CH:14]3[CH2:19][CH2:18][N:17]([CH2:47][C@H:45]([OH:46])[CH2:44][N:31]4[C:28]5[CH2:29][CH2:30][N:25]([S:22]([CH3:21])(=[O:24])=[O:23])[CH2:26][C:27]=5[C:33]([C:34]5[CH:39]=[CH:38][C:37]([C:40]([F:42])([F:43])[F:41])=[CH:36][CH:35]=5)=[N:32]4)[CH2:16][CH2:15]3)[C:10](=[O:13])[N:11]([CH3:12])[C:6]2=[CH:5][CH:4]=1, predict the reactants needed to synthesize it. The reactants are: [CH3:1][N:2]([CH3:20])[C:3]1[N:8]=[C:7]2[N:9]([CH:14]3[CH2:19][CH2:18][NH:17][CH2:16][CH2:15]3)[C:10](=[O:13])[N:11]([CH3:12])[C:6]2=[CH:5][CH:4]=1.[CH3:21][S:22]([N:25]1[CH2:30][CH2:29][C:28]2[N:31]([CH2:44][CH:45]3[CH2:47][O:46]3)[N:32]=[C:33]([C:34]3[CH:39]=[CH:38][C:37]([C:40]([F:43])([F:42])[F:41])=[CH:36][CH:35]=3)[C:27]=2[CH2:26]1)(=[O:24])=[O:23].C([O-])(O)=O.[Na+].[OH-].[Na+].